From a dataset of Forward reaction prediction with 1.9M reactions from USPTO patents (1976-2016). Predict the product of the given reaction. (1) Given the reactants [OH-].[Na+].[C:3]1([OH:10])[CH:8]=[CH:7][CH:6]=[C:5]([OH:9])[CH:4]=1.[Cl:11][C:12]1[N:17]=[C:16](Cl)[CH:15]=[CH:14][N:13]=1, predict the reaction product. The product is: [Cl:11][C:12]1[N:17]=[C:16]([O:9][C:5]2[CH:4]=[C:3]([OH:10])[CH:8]=[CH:7][CH:6]=2)[CH:15]=[CH:14][N:13]=1. (2) Given the reactants [CH3:1][O:2][C:3]1[CH:12]=[C:11]2[C:6]([CH:7]=[C:8]([C:14]([OH:16])=O)[C:9](=[O:13])[NH:10]2)=[CH:5][C:4]=1[O:17][CH2:18][CH2:19][O:20][CH3:21].[NH2:22][C:23]1[CH:24]=[C:25]([CH:30]=[CH:31][C:32]=1[Cl:33])[C:26]([O:28][CH3:29])=[O:27], predict the reaction product. The product is: [CH3:29][O:28][C:26](=[O:27])[C:25]1[CH:30]=[CH:31][C:32]([Cl:33])=[C:23]([NH:22][C:14]([C:8]2[C:9](=[O:13])[NH:10][C:11]3[C:6]([CH:7]=2)=[CH:5][C:4]([O:17][CH2:18][CH2:19][O:20][CH3:21])=[C:3]([O:2][CH3:1])[CH:12]=3)=[O:16])[CH:24]=1.